From a dataset of Reaction yield outcomes from USPTO patents with 853,638 reactions. Predict the reaction yield, written as a fraction of the theoretical maximum amount of product (1.0 means a 100% yield; for example, 0.34 means a 34% yield). (1) The reactants are [Cl:1][CH2:2][CH2:3][CH2:4][C:5](Cl)=[O:6].[NH:8]([C:15]([O:17][C:18]([CH3:21])([CH3:20])[CH3:19])=[O:16])[C@H:9]([C:12]([OH:14])=[O:13])[CH2:10][NH2:11].Cl. The catalyst is O1CCOCC1.C([O-])([O-])=O.[Na+].[Na+]. The product is [C:18]([O:17][C:15]([NH:8][C@@H:9]([CH2:10][NH:11][C:5](=[O:6])[CH2:4][CH2:3][CH2:2][Cl:1])[C:12]([OH:14])=[O:13])=[O:16])([CH3:21])([CH3:20])[CH3:19]. The yield is 0.640. (2) The reactants are [F:1][C:2]1[CH:19]=[C:18]([N+:20]([O-:22])=[O:21])[CH:17]=[CH:16][C:3]=1[CH2:4][N:5]1C(=O)C2C(=CC=CC=2)C1=O.O.NN.C(=O)(O)[O-].[K+]. The catalyst is O1CCCC1. The product is [F:1][C:2]1[CH:19]=[C:18]([N+:20]([O-:22])=[O:21])[CH:17]=[CH:16][C:3]=1[CH2:4][NH2:5]. The yield is 0.410. (3) The reactants are C([O:8][C:9](=[O:31])[CH:10]([CH2:27][CH:28]([CH3:30])[CH3:29])[N:11]([CH2:19][C:20]([O:22][C:23]([CH3:26])([CH3:25])[CH3:24])=[O:21])[C:12]([O:14][C:15]([CH3:18])([CH3:17])[CH3:16])=[O:13])C1C=CC=CC=1.[H][H]. The catalyst is CO.[C].[Pd]. The product is [C:23]([O:22][C:20]([CH2:19][N:11]([C:12]([O:14][C:15]([CH3:17])([CH3:16])[CH3:18])=[O:13])[CH:10]([C:9]([OH:31])=[O:8])[CH2:27][CH:28]([CH3:30])[CH3:29])=[O:21])([CH3:24])([CH3:25])[CH3:26]. The yield is 1.00.